From a dataset of NCI-60 drug combinations with 297,098 pairs across 59 cell lines. Regression. Given two drug SMILES strings and cell line genomic features, predict the synergy score measuring deviation from expected non-interaction effect. (1) Drug 1: CC12CCC(CC1=CCC3C2CCC4(C3CC=C4C5=CN=CC=C5)C)O. Synergy scores: CSS=40.3, Synergy_ZIP=-0.265, Synergy_Bliss=3.57, Synergy_Loewe=3.00, Synergy_HSA=2.65. Drug 2: CC12CCC3C(C1CCC2=O)CC(=C)C4=CC(=O)C=CC34C. Cell line: HCT-15. (2) Drug 1: C1CCC(C1)C(CC#N)N2C=C(C=N2)C3=C4C=CNC4=NC=N3. Drug 2: CC1C(C(=O)NC(C(=O)N2CCCC2C(=O)N(CC(=O)N(C(C(=O)O1)C(C)C)C)C)C(C)C)NC(=O)C3=C4C(=C(C=C3)C)OC5=C(C(=O)C(=C(C5=N4)C(=O)NC6C(OC(=O)C(N(C(=O)CN(C(=O)C7CCCN7C(=O)C(NC6=O)C(C)C)C)C)C(C)C)C)N)C. Cell line: SF-539. Synergy scores: CSS=27.3, Synergy_ZIP=5.37, Synergy_Bliss=11.0, Synergy_Loewe=12.5, Synergy_HSA=12.0. (3) Drug 1: CN(CC1=CN=C2C(=N1)C(=NC(=N2)N)N)C3=CC=C(C=C3)C(=O)NC(CCC(=O)O)C(=O)O. Drug 2: CN(C(=O)NC(C=O)C(C(C(CO)O)O)O)N=O. Cell line: HCT116. Synergy scores: CSS=68.5, Synergy_ZIP=4.67, Synergy_Bliss=3.81, Synergy_Loewe=-18.3, Synergy_HSA=2.92. (4) Drug 1: C1=CC=C(C(=C1)C(C2=CC=C(C=C2)Cl)C(Cl)Cl)Cl. Drug 2: CC12CCC3C(C1CCC2O)C(CC4=C3C=CC(=C4)O)CCCCCCCCCS(=O)CCCC(C(F)(F)F)(F)F. Cell line: MDA-MB-231. Synergy scores: CSS=-2.03, Synergy_ZIP=4.80, Synergy_Bliss=9.55, Synergy_Loewe=1.99, Synergy_HSA=2.33.